This data is from Reaction yield outcomes from USPTO patents with 853,638 reactions. The task is: Predict the reaction yield, written as a fraction of the theoretical maximum amount of product (1.0 means a 100% yield; for example, 0.34 means a 34% yield). (1) The reactants are [NH2:1][C:2]1[CH:3]=[C:4]([NH:9][C:10]2[C:15]([Cl:16])=[CH:14][N:13]=[C:12]([NH:17][C:18]3[CH:19]=[N:20][N:21]([CH:23]4[CH2:28][CH2:27][N:26]([CH3:29])[CH2:25][CH2:24]4)[CH:22]=3)[N:11]=2)[CH:5]=[CH:6][C:7]=1[F:8].C(N(CC)CC)C.Cl[CH2:38][CH2:39][S:40](Cl)(=[O:42])=[O:41]. The catalyst is C1COCC1. The product is [Cl:16][C:15]1[C:10]([NH:9][C:4]2[CH:5]=[CH:6][C:7]([F:8])=[C:2]([NH:1][S:40]([CH:39]=[CH2:38])(=[O:42])=[O:41])[CH:3]=2)=[N:11][C:12]([NH:17][C:18]2[CH:19]=[N:20][N:21]([CH:23]3[CH2:28][CH2:27][N:26]([CH3:29])[CH2:25][CH2:24]3)[CH:22]=2)=[N:13][CH:14]=1. The yield is 0.170. (2) The reactants are [C:1]([N:4]1[CH2:9][CH2:8][C:7](=[N:10]O)[CH2:6][CH2:5]1)(=[O:3])[CH3:2]. The catalyst is C(O)C.[Ni]. The product is [NH2:10][CH:7]1[CH2:8][CH2:9][N:4]([C:1](=[O:3])[CH3:2])[CH2:5][CH2:6]1. The yield is 1.00. (3) The reactants are [CH3:1][O:2][C:3](=[O:16])[CH2:4][C:5]1[CH:10]=[CH:9][CH:8]=[C:7]([O:11][CH2:12][CH2:13][CH2:14]Br)[CH:6]=1.[Cl:17][C:18]1[C:34]([C:35]([F:38])([F:37])[F:36])=[CH:33][CH:32]=[CH:31][C:19]=1[CH2:20][NH:21][CH2:22][C@H:23]([C:25]1[CH:30]=[CH:29][CH:28]=[CH:27][CH:26]=1)[CH3:24].C(=O)([O-])[O-].[K+].[K+]. The catalyst is C(#N)C. The product is [CH3:1][O:2][C:3](=[O:16])[CH2:4][C:5]1[CH:10]=[CH:9][CH:8]=[C:7]([O:11][CH2:12][CH2:13][CH2:14][N:21]([CH2:20][C:19]2[CH:31]=[CH:32][CH:33]=[C:34]([C:35]([F:36])([F:37])[F:38])[C:18]=2[Cl:17])[CH2:22][C@H:23]([C:25]2[CH:26]=[CH:27][CH:28]=[CH:29][CH:30]=2)[CH3:24])[CH:6]=1. The yield is 0.670. (4) The reactants are [CH:1]1[C:10]2[C:5](=[CH:6][CH:7]=[CH:8][CH:9]=2)[CH:4]=[C:3]([C:11]([O:13][CH3:14])=[O:12])[N:2]=1.[N+:15]([O-])([O-:17])=[O:16].[Na+]. The catalyst is OS(O)(=O)=O. The product is [N+:15]([C:6]1[CH:7]=[CH:8][CH:9]=[C:10]2[C:5]=1[CH:4]=[C:3]([C:11]([O:13][CH3:14])=[O:12])[N:2]=[CH:1]2)([O-:17])=[O:16]. The yield is 0.960. (5) The reactants are [CH:1]([N:4]1[C:8]([C:9]2[S:10][C:11]3[CH2:12][CH2:13][O:14][C:15]4[CH:22]=[C:21]([CH:23]5[CH2:26][N:25]([C:27]([CH3:31])([CH3:30])[C:28]#[N:29])[CH2:24]5)[CH:20]=[CH:19][C:16]=4[C:17]=3[N:18]=2)=[N:7][CH:6]=[N:5]1)([CH3:3])[CH3:2].C(=O)([O-])[O-:33].[K+].[K+].OO.O. The catalyst is CS(C)=O. The product is [CH:1]([N:4]1[C:8]([C:9]2[S:10][C:11]3[CH2:12][CH2:13][O:14][C:15]4[CH:22]=[C:21]([CH:23]5[CH2:26][N:25]([C:27]([CH3:31])([CH3:30])[C:28]([NH2:29])=[O:33])[CH2:24]5)[CH:20]=[CH:19][C:16]=4[C:17]=3[N:18]=2)=[N:7][CH:6]=[N:5]1)([CH3:3])[CH3:2]. The yield is 0.0900. (6) The reactants are [Cl:1][C:2]1[CH:27]=[CH:26][C:5]([CH2:6][N:7]2[C@@H:12](SCC)[N:11]([CH3:16])[C:10](=[O:17])[N:9]([CH2:18][CH:19]([C:21]([O:23][CH3:24])=[O:22])[CH3:20])[C:8]2=[O:25])=[CH:4][CH:3]=1.[CH3:28][O:29][C:30]1[CH:37]=[C:36]([O:38][CH3:39])[CH:35]=[CH:34][C:31]=1[CH2:32][NH2:33].C(O)(=O)C.C(=O)(O)[O-].[Na+]. The catalyst is C(O)(C)(C)C. The product is [Cl:1][C:2]1[CH:27]=[CH:26][C:5]([CH2:6][N:7]2[C:12](=[N:33][CH2:32][C:31]3[CH:34]=[CH:35][C:36]([O:38][CH3:39])=[CH:37][C:30]=3[O:29][CH3:28])[N:11]([CH3:16])[C:10](=[O:17])[N:9]([CH2:18][C@@H:19]([C:21]([O:23][CH3:24])=[O:22])[CH3:20])[C:8]2=[O:25])=[CH:4][CH:3]=1. The yield is 0.940. (7) The catalyst is C(O)(=O)C. The product is [CH2:1]([NH:3][C:4]1[C:5]([N+:10]([O-:12])=[O:11])=[CH:6][N:7]=[CH:8][C:9]=1[Br:18])[CH3:2]. The yield is 0.600. The reactants are [CH2:1]([NH:3][C:4]1[CH:9]=[CH:8][N:7]=[CH:6][C:5]=1[N+:10]([O-:12])=[O:11])[CH3:2].C([O-])(=O)C.[Na+].[Br:18]Br. (8) The reactants are [Cl:1][C:2]1[CH:3]=[C:4]([NH:14][C:15](=[O:20])[CH2:16][C:17](=O)[CH3:18])[CH:5]=[CH:6][C:7]=1[N:8]1[CH2:13][CH2:12][O:11][CH2:10][CH2:9]1.[Cl:21][C:22]1[C:31]2[C:26](=[CH:27][CH:28]=[CH:29][CH:30]=2)[C:25]([O:32][CH2:33][C:34]([NH2:36])=O)=[CH:24][CH:23]=1.C1(C)C=CC=CC=1.[NH4+].[Cl-]. The catalyst is C1(C)C(C)=CC=CC=1.C([O-])(C)C.C([O-])(C)C.C([O-])(C)C.C([O-])(C)C.[Ti+4]. The product is [Cl:1][C:2]1[CH:3]=[C:4]([N:14]2[C:15](=[O:20])[CH:16]=[C:17]([CH3:18])[N:36]=[C:34]2[CH2:33][O:32][C:25]2[C:26]3[C:31](=[CH:30][CH:29]=[CH:28][CH:27]=3)[C:22]([Cl:21])=[CH:23][CH:24]=2)[CH:5]=[CH:6][C:7]=1[N:8]1[CH2:13][CH2:12][O:11][CH2:10][CH2:9]1. The yield is 0.560.